The task is: Predict the reaction yield, written as a fraction of the theoretical maximum amount of product (1.0 means a 100% yield; for example, 0.34 means a 34% yield).. This data is from Reaction yield outcomes from USPTO patents with 853,638 reactions. The reactants are [Cl:1][C:2]1[CH:10]=[CH:9][C:5]([C:6](O)=[O:7])=[CH:4][C:3]=1[O:11][CH3:12]. The catalyst is C1COCC1. The product is [Cl:1][C:2]1[CH:10]=[CH:9][C:5]([CH2:6][OH:7])=[CH:4][C:3]=1[O:11][CH3:12]. The yield is 0.990.